Dataset: HIV replication inhibition screening data with 41,000+ compounds from the AIDS Antiviral Screen. Task: Binary Classification. Given a drug SMILES string, predict its activity (active/inactive) in a high-throughput screening assay against a specified biological target. (1) The molecule is COc1ccc2c(c1)OC1(O)c3cc4c(cc3OC1C2)OCO4. The result is 0 (inactive). (2) The compound is CSCCCSC1CCCCCCCCCCC1=O. The result is 0 (inactive). (3) The drug is CSc1c(C#N)c(O)nc2c1CCc1ccccc1-2. The result is 0 (inactive). (4) The result is 0 (inactive). The compound is COc1onc(C)c1CC(=O)O. (5) The molecule is Cc1cn(C(C)OCCN(O)C(N)=O)c(=O)[nH]c1=O. The result is 0 (inactive). (6) The molecule is CCOP12(OCC)NC(=O)OC1(C(F)(F)F)c1ccccc1O2. The result is 0 (inactive).